Dataset: Full USPTO retrosynthesis dataset with 1.9M reactions from patents (1976-2016). Task: Predict the reactants needed to synthesize the given product. (1) Given the product [OH:1][C:2]1[CH:10]=[CH:9][C:8]([OH:11])=[CH:7][C:3]=1[C:4]([O-:6])=[O:5].[Cs+:16], predict the reactants needed to synthesize it. The reactants are: [OH:1][C:2]1[CH:10]=[CH:9][C:8]([OH:11])=[CH:7][C:3]=1[C:4]([OH:6])=[O:5].C(=O)([O-])[O-].[Cs+:16].[Cs+].CC(C)=O. (2) Given the product [C:1]([O:5][C:6]([N:8]1[CH2:13][CH2:12][C@@H:11]([CH2:14][CH2:15][S:49][C:48]2[N:44]([C:38]3[CH:43]=[CH:42][CH:41]=[CH:40][CH:39]=3)[N:45]=[N:46][N:47]=2)[C@@H:10]([CH:17]=[CH2:18])[CH2:9]1)=[O:7])([CH3:4])([CH3:3])[CH3:2], predict the reactants needed to synthesize it. The reactants are: [C:1]([O:5][C:6]([N:8]1[CH2:13][CH2:12][C@@H:11]([CH2:14][CH2:15]O)[C@@H:10]([CH:17]=[CH2:18])[CH2:9]1)=[O:7])([CH3:4])([CH3:3])[CH3:2].C1C=CC(P(C2C=CC=CC=2)C2C=CC=CC=2)=CC=1.[C:38]1([N:44]2[C:48]([SH:49])=[N:47][N:46]=[N:45]2)[CH:43]=[CH:42][CH:41]=[CH:40][CH:39]=1.CC(OC(/N=N/C(OC(C)C)=O)=O)C. (3) Given the product [C:2]1([SH:19])[C:15]2[C:16]3=[C:17]4[C:12](=[CH:13][CH:14]=2)[CH:11]=[CH:10][CH:9]=[C:8]4[CH:7]=[CH:6][C:5]3=[CH:4][CH:3]=1, predict the reactants needed to synthesize it. The reactants are: Br[C:2]1[C:15]2[C:16]3=[C:17]4[C:12](=[CH:13][CH:14]=2)[CH:11]=[CH:10][CH:9]=[C:8]4[CH:7]=[CH:6][C:5]3=[CH:4][CH:3]=1.C[S-:19].[Na+].Cl. (4) Given the product [Br:1][C:2]1[CH:3]=[C:4]2[C:10]([C:11]3[CH:16]=[CH:15][CH:14]=[CH:13][C:12]=3[O:17][CH3:18])=[N:9][N:8]([CH2:22][O:23][C:24](=[O:29])[C:25]([CH3:28])([CH3:27])[CH3:26])[C:5]2=[N:6][CH:7]=1, predict the reactants needed to synthesize it. The reactants are: [Br:1][C:2]1[CH:3]=[C:4]2[C:10]([C:11]3[CH:16]=[CH:15][CH:14]=[CH:13][C:12]=3[O:17][CH3:18])=[N:9][NH:8][C:5]2=[N:6][CH:7]=1.[H-].[Na+].Cl[CH2:22][O:23][C:24](=[O:29])[C:25]([CH3:28])([CH3:27])[CH3:26]. (5) Given the product [CH2:28]1[C:29]2[C:34](=[CH:33][CH:32]=[CH:31][CH:30]=2)[CH2:35][CH:27]1[NH:26][C:23]1[N:24]=[CH:25][C:20]2[CH2:19][N:18]([C:16](=[O:17])[CH2:15][NH:13][CH2:8][CH2:9][CH2:10][C:11]#[CH:12])[CH2:37][CH2:36][C:21]=2[N:22]=1, predict the reactants needed to synthesize it. The reactants are: C(N(CC)CC)C.[CH2:8]([NH2:13])[CH2:9][CH2:10][C:11]#[CH:12].Cl[CH2:15][C:16]([N:18]1[CH2:37][CH2:36][C:21]2[N:22]=[C:23]([NH:26][CH:27]3[CH2:35][C:34]4[C:29](=[CH:30][CH:31]=[CH:32][CH:33]=4)[CH2:28]3)[N:24]=[CH:25][C:20]=2[CH2:19]1)=[O:17]. (6) Given the product [Cl:1][C:2]1[CH:3]=[C:4]([N:10]([C:15]2[C:34]([CH:35]3[CH2:37][CH2:36]3)=[CH:33][C:18]3[C:19]([C:29]([NH:31][CH3:32])=[O:30])=[C:20]([C:22]4[CH:23]=[CH:24][C:25]([F:28])=[CH:26][CH:27]=4)[O:21][C:17]=3[CH:16]=2)[S:11]([CH3:14])(=[O:13])=[O:12])[CH:5]=[CH:6][C:7]=1[CH:8]=[O:41], predict the reactants needed to synthesize it. The reactants are: [Cl:1][C:2]1[CH:3]=[C:4]([N:10]([C:15]2[C:34]([CH:35]3[CH2:37][CH2:36]3)=[CH:33][C:18]3[C:19]([C:29]([NH:31][CH3:32])=[O:30])=[C:20]([C:22]4[CH:27]=[CH:26][C:25]([F:28])=[CH:24][CH:23]=4)[O:21][C:17]=3[CH:16]=2)[S:11]([CH3:14])(=[O:13])=[O:12])[CH:5]=[CH:6][C:7]=1[CH:8]=C.C1C[O:41]CC1.O.I([O-])(=O)(=O)=O.[Na+]. (7) Given the product [F:1][C:2]1[CH:11]=[CH:10][CH:9]=[C:8]2[C:3]=1[C:4](=[O:30])[C:5]([C:25]([O:27][CH2:28][CH3:29])=[O:26])=[CH:6][N:7]2[CH2:12][C:13]1[CH:18]=[CH:17][C:16]([N:19]2[CH:23]=[C:22]([CH:31]=[CH2:32])[CH:21]=[N:20]2)=[CH:15][CH:14]=1, predict the reactants needed to synthesize it. The reactants are: [F:1][C:2]1[CH:11]=[CH:10][CH:9]=[C:8]2[C:3]=1[C:4](=[O:30])[C:5]([C:25]([O:27][CH2:28][CH3:29])=[O:26])=[CH:6][N:7]2[CH2:12][C:13]1[CH:18]=[CH:17][C:16]([N:19]2[CH:23]=[C:22](I)[CH:21]=[N:20]2)=[CH:15][CH:14]=1.[CH:31]([B-](F)(F)F)=[CH2:32].[K+].C(=O)([O-])[O-].[Cs+].[Cs+]. (8) Given the product [Br:1][C:2]1[C:3]([O:11][CH2:12][CH2:13][O:14][CH3:15])=[N:4][CH:5]=[C:6]([CH:10]=1)[C:7]([NH:16][C@@H:17]1[CH2:22][CH2:21][CH2:20][CH2:19][C@H:18]1[OH:23])=[O:9], predict the reactants needed to synthesize it. The reactants are: [Br:1][C:2]1[C:3]([O:11][CH2:12][CH2:13][O:14][CH3:15])=[N:4][CH:5]=[C:6]([CH:10]=1)[C:7]([OH:9])=O.[NH2:16][C@@H:17]1[CH2:22][CH2:21][CH2:20][CH2:19][C@H:18]1[OH:23].